Dataset: Catalyst prediction with 721,799 reactions and 888 catalyst types from USPTO. Task: Predict which catalyst facilitates the given reaction. (1) Reactant: [NH2:1][C:2]1[CH:7]=[CH:6][CH:5]=[CH:4][C:3]=1[SH:8].Br[CH2:10][CH2:11]Br.CCN(C(C)C)C(C)C.[BH4-].[Na+]. Product: [S:8]1[CH2:11][CH2:10][NH:1][C:2]2[CH:7]=[CH:6][CH:5]=[CH:4][C:3]1=2. The catalyst class is: 1. (2) Reactant: [NH2:1][C:2]1[C:15]2[C:6](=[CH:7][C:8]3[C:9]4[C:14]=2[C:13](=[O:16])[N:12]([CH2:17][CH2:18][N:19]([CH3:21])[CH3:20])[C:11](=[O:22])[C:10]=4[CH:23]=[CH:24][CH:25]=3)[CH:5]=[CH:4][CH:3]=1.[CH2:26]([N:28]=[C:29]=[S:30])[CH3:27]. Product: [CH3:21][N:19]([CH3:20])[CH2:18][CH2:17][N:12]1[C:11](=[O:22])[C:10]2[CH:23]=[CH:24][CH:25]=[C:8]3[C:9]=2[C:14](=[C:15]2[C:2]([NH:1][C:29]([NH:28][CH2:26][CH3:27])=[S:30])=[CH:3][CH:4]=[CH:5][C:6]2=[CH:7]3)[C:13]1=[O:16]. The catalyst class is: 10. (3) Product: [O:61]=[CH:62][CH2:63][CH2:64][CH2:65][CH2:66][C:67]([OH:69])=[O:68].[C:67]([CH2:66][CH2:65][CH2:64][CH2:63][CH2:62][N:2]([CH3:1])[C@H:3]([C:7]([NH:9][C@H:10]([C:14]([N:16]([C@@H:18]([C@@H:57]([CH3:60])[CH2:58][CH3:59])[C@H:19]([O:55][CH3:56])[CH2:20][C:21]([N:23]1[CH2:27][CH2:26][CH2:25][C@H:24]1[C@H:28]([O:53][CH3:54])[C@@H:29]([CH3:52])[C:30]([NH:32][C@@H:33]([CH2:42][C:43]1[C:51]2[C:46](=[CH:47][CH:48]=[CH:49][CH:50]=2)[NH:45][CH:44]=1)[C:34]([N:36]1[CH2:41][CH2:40][CH2:39][CH2:38][O:37]1)=[O:35])=[O:31])=[O:22])[CH3:17])=[O:15])[CH:11]([CH3:12])[CH3:13])=[O:8])[CH:4]([CH3:5])[CH3:6])([OH:69])=[O:68]. The catalyst class is: 5. Reactant: [CH3:1][NH:2][C@H:3]([C:7]([NH:9][C@H:10]([C:14]([N:16]([C@@H:18]([C@@H:57]([CH3:60])[CH2:58][CH3:59])[C@H:19]([O:55][CH3:56])[CH2:20][C:21]([N:23]1[CH2:27][CH2:26][CH2:25][C@H:24]1[C@H:28]([O:53][CH3:54])[C@@H:29]([CH3:52])[C:30]([NH:32][C@@H:33]([CH2:42][C:43]1[C:51]2[C:46](=[CH:47][CH:48]=[CH:49][CH:50]=2)[NH:45][CH:44]=1)[C:34]([N:36]1[CH2:41][CH2:40][CH2:39][CH2:38][O:37]1)=[O:35])=[O:31])=[O:22])[CH3:17])=[O:15])[CH:11]([CH3:13])[CH3:12])=[O:8])[CH:4]([CH3:6])[CH3:5].[O:61]=[CH:62][CH2:63][CH2:64][CH2:65][CH2:66][C:67]([OH:69])=[O:68].C(O)(=O)C.